From a dataset of Forward reaction prediction with 1.9M reactions from USPTO patents (1976-2016). Predict the product of the given reaction. The product is: [ClH:53].[OH:4][C@H:3]([C:5]1[CH:10]=[CH:9][C:8]([OH:11])=[CH:7][CH:6]=1)[C@@H:2]([NH:1][CH2:21][CH2:22][O:23][C:24]1[CH:25]=[CH:26][C:27]([C:30]2[CH:35]=[CH:34][C:33]([C:36]([NH:38][S:39]([CH3:42])(=[O:41])=[O:40])=[O:37])=[C:32]([S:43][CH:44]([CH3:45])[CH3:46])[CH:31]=2)=[CH:28][CH:29]=1)[CH3:12]. Given the reactants [NH2:1][C@@H:2]([CH3:12])[C@@H:3]([C:5]1[CH:10]=[CH:9][C:8]([OH:11])=[CH:7][CH:6]=1)[OH:4].C(NC(C)C)(C)C.Br[CH2:21][CH2:22][O:23][C:24]1[CH:29]=[CH:28][C:27]([C:30]2[CH:35]=[CH:34][C:33]([C:36]([NH:38][S:39]([CH3:42])(=[O:41])=[O:40])=[O:37])=[C:32]([S:43][CH:44]([CH3:46])[CH3:45])[CH:31]=2)=[CH:26][CH:25]=1.O1CCOCC1.[ClH:53], predict the reaction product.